From a dataset of Aqueous solubility values for 9,982 compounds from the AqSolDB database. Regression/Classification. Given a drug SMILES string, predict its absorption, distribution, metabolism, or excretion properties. Task type varies by dataset: regression for continuous measurements (e.g., permeability, clearance, half-life) or binary classification for categorical outcomes (e.g., BBB penetration, CYP inhibition). For this dataset (solubility_aqsoldb), we predict Y. (1) The molecule is C=CCCCCCCC. The Y is -5.05 log mol/L. (2) The drug is CC1=CC(=C(c2ccc(N)cc2)c2ccc(N)cc2)C=CC1=N.[Cl-].[H+]. The Y is -2.11 log mol/L. (3) The Y is -4.43 log mol/L. The drug is Nc1nc2nc[nH]c2c(=O)[nH]1. (4) The drug is COP(=O)(NC(C)=O)SC. The Y is 0.540 log mol/L.